This data is from Full USPTO retrosynthesis dataset with 1.9M reactions from patents (1976-2016). The task is: Predict the reactants needed to synthesize the given product. (1) Given the product [CH2:18]([C:7]1[CH:8]=[CH:9][C:10]2[C:11]3[N:12]([CH2:13][C:14]([CH3:17])([OH:16])[CH3:15])[CH:26]=[N:1][C:2]=3[CH:3]=[N:4][C:5]=2[CH:6]=1)[C:19]1[CH:20]=[CH:21][CH:22]=[CH:23][CH:24]=1.[CH2:42]([C:32]1[CH:31]=[CH:30][C:29]2[N:28]=[CH:27][C:26]3[N:25]=[CH:49][N:36]([CH2:37][C:38]([CH3:41])([OH:40])[CH3:39])[C:35]=3[C:34]=2[CH:33]=1)[C:43]1[CH:44]=[CH:45][CH:46]=[CH:47][CH:48]=1, predict the reactants needed to synthesize it. The reactants are: [NH2:1][C:2]1[CH:3]=[N:4][C:5]2[C:10]([C:11]=1[NH:12][CH2:13][C:14]([CH3:17])([OH:16])[CH3:15])=[CH:9][CH:8]=[C:7]([CH2:18][C:19]1[CH:24]=[CH:23][CH:22]=[CH:21][CH:20]=1)[CH:6]=2.[NH2:25][C:26]1[CH:27]=[N:28][C:29]2[C:34]([C:35]=1[NH:36][CH2:37][C:38]([CH3:41])([OH:40])[CH3:39])=[CH:33][C:32]([CH2:42][C:43]1[CH:48]=[CH:47][CH:46]=[CH:45][CH:44]=1)=[CH:31][CH:30]=2.[CH:49](OCC)(OCC)OCC. (2) Given the product [Br:1][C:2]1[CH:7]=[C:6]([F:8])[CH:5]=[CH:4][C:3]=1[O:9][C@H:16]([CH2:11][CH:12]=[CH2:13])[CH3:15], predict the reactants needed to synthesize it. The reactants are: [Br:1][C:2]1[CH:7]=[C:6]([F:8])[CH:5]=[CH:4][C:3]=1[OH:9].Br[C:11]1[CH:16]=[CH:15]C(F)=[CH:13][C:12]=1O[C@H](CC=C)C. (3) Given the product [NH2:1][C:2]1[N:7]=[CH:6][C:5]([C:8]2[CH:16]=[CH:15][C:11]([C:12](=[O:13])[N:30]([CH2:29][CH2:28][N:27]([CH3:32])[CH3:26])[CH3:31])=[CH:10][CH:9]=2)=[CH:4][C:3]=1[C:17]([NH:18][C:19]1[CH:20]=[CH:21][N:22]=[CH:23][CH:24]=1)=[O:25], predict the reactants needed to synthesize it. The reactants are: [NH2:1][C:2]1[N:7]=[CH:6][C:5]([C:8]2[CH:16]=[CH:15][C:11]([C:12](O)=[O:13])=[CH:10][CH:9]=2)=[CH:4][C:3]=1[C:17](=[O:25])[NH:18][C:19]1[CH:24]=[CH:23][N:22]=[CH:21][CH:20]=1.[CH3:26][N:27]([CH3:32])[CH2:28][CH2:29][NH:30][CH3:31]. (4) The reactants are: [OH:1][C:2]1[CH:7]=[CH:6][C:5]([O:8][CH3:9])=[CH:4][C:3]=1[C:10](=[O:12])[CH3:11].Br[CH2:14][C:15]([O:17]C)=[O:16].C(=O)([O-])[O-].[K+].[K+].[OH-].[Na+]. Given the product [C:10]([C:3]1[CH:4]=[C:5]([O:8][CH3:9])[CH:6]=[CH:7][C:2]=1[O:1][CH2:14][C:15]([OH:17])=[O:16])(=[O:12])[CH3:11], predict the reactants needed to synthesize it. (5) The reactants are: [OH:1]O.[CH3:3][C:4]1([CH3:31])[O:9][C:8](=[O:10])[CH:7]([CH:11]([C:15]2[CH:20]=[CH:19][C:18]([S:21][CH2:22][C:23]3[CH:28]=[CH:27][CH:26]=[CH:25][C:24]=3[CH3:29])=[CH:17][CH:16]=2)[C:12]#[C:13][CH3:14])[C:6](=[O:30])[O:5]1.O.Cl. Given the product [CH3:3][C:4]1([CH3:31])[O:9][C:8](=[O:10])[CH:7]([CH:11]([C:15]2[CH:20]=[CH:19][C:18]([S:21]([CH2:22][C:23]3[CH:28]=[CH:27][CH:26]=[CH:25][C:24]=3[CH3:29])=[O:1])=[CH:17][CH:16]=2)[C:12]#[C:13][CH3:14])[C:6](=[O:30])[O:5]1, predict the reactants needed to synthesize it. (6) Given the product [NH2:1][C:2]1[N:3]=[CH:4][C:5]([C:8]2[C:9]([OH:42])=[CH:10][C:11]3[C:12]4[C:20]([NH:21][C@H:22]([CH:27]5[CH2:28][CH2:29]5)[C:23]([F:26])([F:24])[F:25])=[N:19][CH:18]=[C:17]([C:30]([NH2:32])=[O:31])[C:13]=4[NH:14][C:15]=3[CH:16]=2)=[CH:6][N:7]=1, predict the reactants needed to synthesize it. The reactants are: [NH2:1][C:2]1[N:7]=[CH:6][C:5]([C:8]2[C:9](B3OC(C)(C)C(C)(C)O3)=[CH:10][C:11]3[C:12]4[C:20]([NH:21][C@H:22]([CH:27]5[CH2:29][CH2:28]5)[C:23]([F:26])([F:25])[F:24])=[N:19][CH:18]=[C:17]([C:30]([NH2:32])=[O:31])[C:13]=4[NH:14][C:15]=3[CH:16]=2)=[CH:4][N:3]=1.[OH:42]O.